Task: Predict the reaction yield, written as a fraction of the theoretical maximum amount of product (1.0 means a 100% yield; for example, 0.34 means a 34% yield).. Dataset: Reaction yield outcomes from USPTO patents with 853,638 reactions (1) The reactants are [CH3:1][C:2]1([CH3:13])[CH2:7][C:6]([CH3:9])([CH3:8])[CH2:5][C:4](=[CH:10][C:11]#[N:12])[CH2:3]1.[C:14](C(P(=O)(OCC)OCC)C)#N. No catalyst specified. The product is [CH3:1][C:2]1([CH3:13])[CH2:7][C:6]([CH3:8])([CH3:9])[CH2:5][C:4](=[C:10]([CH3:14])[C:11]#[N:12])[CH2:3]1. The yield is 0.410. (2) The reactants are [CH3:1][O:2][C:3]1[CH:8]=[CH:7][C:6]([C@@H:9]([NH2:11])[CH3:10])=[CH:5][CH:4]=1.[N:12]1[C:21]2[C:20](=O)[CH2:19][CH2:18][CH2:17][C:16]=2[CH:15]=[CH:14][CH:13]=1.C(O)(=O)C.C(O[BH-](OC(=O)C)OC(=O)C)(=O)C.[Na+].C(=O)([O-])[O-].[Na+].[Na+]. The catalyst is ClCCl.O. The product is [CH3:1][O:2][C:3]1[CH:8]=[CH:7][C:6]([C@@H:9]([NH:11][C@@H:20]2[C:21]3[N:12]=[CH:13][CH:14]=[CH:15][C:16]=3[CH2:17][CH2:18][CH2:19]2)[CH3:10])=[CH:5][CH:4]=1. The yield is 0.700. (3) The reactants are [CH3:1][C:2]1[CH:7]=[CH:6][C:5]([C:8]([F:11])([F:10])[F:9])=[CH:4][CH:3]=1.[Cl:12][S:13](O)(=[O:15])=[O:14]. No catalyst specified. The product is [CH3:1][C:2]1[CH:3]=[CH:4][C:5]([C:8]([F:9])([F:10])[F:11])=[CH:6][C:7]=1[S:13]([Cl:12])(=[O:15])=[O:14]. The yield is 0.370. (4) The reactants are [F:1][C:2]1[CH:7]=[CH:6][C:5]([NH:8][C:9](=[O:14])[CH2:10][N:11]([CH3:13])[CH3:12])=[CH:4][C:3]=1[N+:15]([O-])=O. The catalyst is C(O)C.[Pd]. The product is [NH2:15][C:3]1[CH:4]=[C:5]([NH:8][C:9](=[O:14])[CH2:10][N:11]([CH3:12])[CH3:13])[CH:6]=[CH:7][C:2]=1[F:1]. The yield is 0.850. (5) The reactants are Br[C:2]1[CH:3]=[C:4]2[C:11]3([O:15][N:14]([CH3:16])[C:13]([NH2:17])=[N:12]3)[CH2:10][CH2:9][O:8][C:5]2=[CH:6][CH:7]=1.[C:18]([C:20]1[CH:21]=[C:22](B(O)O)[CH:23]=[CH:24][CH:25]=1)#[N:19]. The catalyst is O1CCOCC1.C([O-])([O-])=O.[Cs+].[Cs+].Cl[Pd](Cl)([P](C1C=CC=CC=1)(C1C=CC=CC=1)C1C=CC=CC=1)[P](C1C=CC=CC=1)(C1C=CC=CC=1)C1C=CC=CC=1. The product is [NH2:17][C:13]1[N:14]([CH3:16])[O:15][C:11]2([C:4]3[C:5](=[CH:6][CH:7]=[C:2]([C:24]4[CH:25]=[C:20]([CH:21]=[CH:22][CH:23]=4)[C:18]#[N:19])[CH:3]=3)[O:8][CH2:9][CH2:10]2)[N:12]=1. The yield is 0.100. (6) The reactants are Br[C:2]1[CH:3]=[N:4][C:5]([Cl:8])=[N:6][CH:7]=1.[Br-].[CH:10]1([Zn+])[CH2:13][CH2:12][CH2:11]1. The catalyst is C1C=CC(P(C2C=CC=CC=2)[C-]2C=CC=C2)=CC=1.C1C=CC(P(C2C=CC=CC=2)[C-]2C=CC=C2)=CC=1.Cl[Pd]Cl.[Fe+2].C(Cl)Cl.ClCCl. The product is [Cl:8][C:5]1[N:4]=[CH:3][C:2]([CH:10]2[CH2:13][CH2:12][CH2:11]2)=[CH:7][N:6]=1. The yield is 0.360. (7) The reactants are [C:1]([O:5][C:6]([N:8]([CH3:18])[CH2:9][C:10]([N:12]([CH2:14][C:15]([OH:17])=O)[CH3:13])=[O:11])=[O:7])([CH3:4])([CH3:3])[CH3:2].CN(C(F)=[N+](C)C)C.F[P-](F)(F)(F)(F)F.CCN(C(C)C)C(C)C.[N+:43]([C:46]1[CH:54]=[C:53]2[C:49]([CH:50]=[CH:51][NH:52]2)=[CH:48][CH:47]=1)([O-:45])=[O:44]. The catalyst is C1COCC1. The product is [C:1]([O:5][C:6](=[O:7])[N:8]([CH3:18])[CH2:9][C:10](=[O:11])[N:12]([CH3:13])[CH2:14][C:15]([N:52]1[C:53]2[C:49](=[CH:48][CH:47]=[C:46]([N+:43]([O-:45])=[O:44])[CH:54]=2)[CH:50]=[CH:51]1)=[O:17])([CH3:2])([CH3:3])[CH3:4]. The yield is 0.300. (8) The reactants are [Br:1][C:2]1[CH:3]=[N:4][C:5]([S:8][C:9]2[CH:14]=[CH:13][C:12]([NH:15][C:16]([NH:18][C:19](=[O:29])[C:20]3[CH:25]=[CH:24][CH:23]=[CH:22][C:21]=3[N+:26]([O-:28])=[O:27])=[O:17])=[CH:11][CH:10]=2)=[N:6][CH:7]=1.C1C=C(Cl)C=C(C(OO)=[O:38])C=1.C([O-])([O-])=O.[Na+].[Na+]. The product is [Br:1][C:2]1[CH:3]=[N:4][C:5]([S:8]([C:9]2[CH:10]=[CH:11][C:12]([NH:15][C:16]([NH:18][C:19](=[O:29])[C:20]3[CH:25]=[CH:24][CH:23]=[CH:22][C:21]=3[N+:26]([O-:28])=[O:27])=[O:17])=[CH:13][CH:14]=2)=[O:38])=[N:6][CH:7]=1. The yield is 0.480. The catalyst is C(Cl)Cl.O. (9) The reactants are [CH:1]1([C:4]2[C:5]([NH:24][S:25]([CH3:28])(=[O:27])=[O:26])=[CH:6][C:7]3[O:11][C:10]([C:12]4[CH:17]=[CH:16][C:15]([F:18])=[CH:14][CH:13]=4)=[C:9]([C:19]([NH:21][CH3:22])=[O:20])[C:8]=3[CH:23]=2)[CH2:3][CH2:2]1.[Cl:29][C:30]1[CH:35]=[C:34](F)[CH:33]=[CH:32][C:31]=1[N+:37]([O-:39])=[O:38].C(=O)([O-])[O-].[K+].[K+]. The catalyst is COCCOC.O. The product is [Cl:29][C:30]1[CH:35]=[C:34]([N:24]([C:5]2[C:4]([CH:1]3[CH2:3][CH2:2]3)=[CH:23][C:8]3[C:9]([C:19]([NH:21][CH3:22])=[O:20])=[C:10]([C:12]4[CH:17]=[CH:16][C:15]([F:18])=[CH:14][CH:13]=4)[O:11][C:7]=3[CH:6]=2)[S:25]([CH3:28])(=[O:27])=[O:26])[CH:33]=[CH:32][C:31]=1[N+:37]([O-:39])=[O:38]. The yield is 0.640. (10) The reactants are [C:1]1([C:7]2[C:15]3[C:10](=[CH:11][CH:12]=[CH:13][CH:14]=3)[N:9]([S:16]([C:19]3[CH:27]=[CH:26][C:22]([C:23](O)=[O:24])=[CH:21][CH:20]=3)(=[O:18])=[O:17])[CH:8]=2)[CH:6]=[CH:5][CH:4]=[CH:3][CH:2]=1.Cl.CN(C)CCCN=C=NCC.[N:40]1[CH:45]=[CH:44][N:43]=[CH:42][C:41]=1[CH2:46][NH2:47]. The catalyst is CN(C)C1C=CN=CC=1.CN(C=O)C. The product is [C:1]1([C:7]2[C:15]3[C:10](=[CH:11][CH:12]=[CH:13][CH:14]=3)[N:9]([S:16]([C:19]3[CH:27]=[CH:26][C:22]([C:23]([NH:47][CH2:46][C:41]4[CH:42]=[N:43][CH:44]=[CH:45][N:40]=4)=[O:24])=[CH:21][CH:20]=3)(=[O:18])=[O:17])[CH:8]=2)[CH:6]=[CH:5][CH:4]=[CH:3][CH:2]=1. The yield is 0.200.